This data is from Reaction yield outcomes from USPTO patents with 853,638 reactions. The task is: Predict the reaction yield, written as a fraction of the theoretical maximum amount of product (1.0 means a 100% yield; for example, 0.34 means a 34% yield). (1) The reactants are [NH2:1][C:2]1[N:7]=[CH:6][N:5]=[C:4]2[N:8]([CH:12]([C:14]3[O:15][C:16]4[C:21]([C:22](=[O:31])[C:23]=3[C:24]3[CH:29]=[CH:28][CH:27]=[C:26]([F:30])[CH:25]=3)=[CH:20][C:19]([F:32])=[CH:18][CH:17]=4)[CH3:13])[N:9]=[C:10](I)[C:3]=12.C([N:40]1[C:48]2[C:43](=[CH:44][CH:45]=[C:46](B3OC(C)(C)C(C)(C)O3)[CH:47]=2)[C:42]([CH3:58])=[N:41]1)(OC(C)(C)C)=O.C(=O)([O-])[O-].[Na+].[Na+].ClCCl. The catalyst is CN(C=O)C.C(O)C.O. The product is [NH2:1][C:2]1[N:7]=[CH:6][N:5]=[C:4]2[N:8]([CH:12]([C:14]3[O:15][C:16]4[C:21]([C:22](=[O:31])[C:23]=3[C:24]3[CH:29]=[CH:28][CH:27]=[C:26]([F:30])[CH:25]=3)=[CH:20][C:19]([F:32])=[CH:18][CH:17]=4)[CH3:13])[N:9]=[C:10]([C:46]3[CH:47]=[C:48]4[C:43]([C:42]([CH3:58])=[N:41][NH:40]4)=[CH:44][CH:45]=3)[C:3]=12. The yield is 0.110. (2) The reactants are [F:1][C:2]1[C:3](C(O)=O)=[CH:4][C:5]2[N:6]([N:8]=[C:9]([C:11]3[CH:16]=[CH:15][CH:14]=[CH:13][CH:12]=3)[N:10]=2)[CH:7]=1.C([N:22]([CH2:25]C)CC)C.P(N=[N+]=[N-])(=O)(OC1C=CC=CC=1)[O:28]C1C=CC=CC=1.[C:46]([OH:50])([CH3:49])([CH3:48])[CH3:47]. No catalyst specified. The product is [F:1][C:2]1[C:3]([NH:22][C:25](=[O:28])[O:50][C:46]([CH3:49])([CH3:48])[CH3:47])=[CH:4][C:5]2[N:6]([N:8]=[C:9]([C:11]3[CH:12]=[CH:13][CH:14]=[CH:15][CH:16]=3)[N:10]=2)[CH:7]=1. The yield is 0.399.